Dataset: NCI-60 drug combinations with 297,098 pairs across 59 cell lines. Task: Regression. Given two drug SMILES strings and cell line genomic features, predict the synergy score measuring deviation from expected non-interaction effect. (1) Drug 1: C(CC(=O)O)C(=O)CN.Cl. Drug 2: C1CC(=O)NC(=O)C1N2C(=O)C3=CC=CC=C3C2=O. Cell line: HCC-2998. Synergy scores: CSS=9.12, Synergy_ZIP=-4.02, Synergy_Bliss=-10.7, Synergy_Loewe=-6.48, Synergy_HSA=-11.3. (2) Drug 1: CN(C)N=NC1=C(NC=N1)C(=O)N. Drug 2: CS(=O)(=O)CCNCC1=CC=C(O1)C2=CC3=C(C=C2)N=CN=C3NC4=CC(=C(C=C4)OCC5=CC(=CC=C5)F)Cl. Cell line: SR. Synergy scores: CSS=-0.596, Synergy_ZIP=-3.79, Synergy_Bliss=-6.81, Synergy_Loewe=-15.5, Synergy_HSA=-7.83.